Dataset: Experimentally validated miRNA-target interactions with 360,000+ pairs, plus equal number of negative samples. Task: Binary Classification. Given a miRNA mature sequence and a target amino acid sequence, predict their likelihood of interaction. (1) The miRNA is mmu-miR-712-5p with sequence CUCCUUCACCCGGGCGGUACC. The protein sequence of the target gene is MPFKAFDTFKEKILKPGKEGVKNAVGDSLGILQRKIDGTNEEEDAIELNEEGRPVQTSRAHRPVCDCSCCGIPKRYICDCSCCGIPKRYIIAVMSGLGFCISFGIRCNLGVAIVEMVNNSTVYVDGKPEIQTAQFNWDPETVGLIHGSFFWGYIVTQIPGGFISNKFAASRVFGAAIFLTSTLNMFIPSAARVHYGCVMGVRILQGLVEGVTYPACHGMWSKWAPPLERSRLATTSFCGSYAGAVVAMPLAGVLVQYIGWASVFYIYGMFGIIWYMFWLLQAYECPAAHPTISNAERTYI.... Result: 1 (interaction). (2) The miRNA is hsa-miR-4709-5p with sequence ACAACAGUGACUUGCUCUCCAA. The protein sequence of the target gene is MRKRQQSQNEGTPAVSQAPGNQRPNNTCCFCWCCCCSCSCLTVRNEERGENAGRPTHTTKMESIQVLEECQNPTAEEVLSWSQNFDKMMKAPAGRNLFREFLRTEYSEENLLFWLACEDLKKEQNKKVIEEKARMIYEDYISILSPKEVSLDSRVREVINRNLLDPNPHMYEDAQLQIYTLMHRDSFPRFLNSQIYKSFVESTAGSSSES. Result: 0 (no interaction). (3) The miRNA is mmu-miR-28b with sequence AGGAGCUCACAAUCUAUUUAG. The protein sequence of the target gene is MKMSFALTFRSAKGRWIANPSQPCSKASIGLFVPASPPLDPEKVKELQRFITLSKRLLVMTGAGISTESGIPDYRSEKVGLYARTDRRPIQHGDFVRSAPIRQRYWARNFVGWPQFSSHQPNPAHWALSTWEKLGKLYWLVTQNVDALHTKAGSRRLTELHGCMDRVLCLDCGEQTPRGVLQERFQVLNPTWSAEAHGLAPDGDVFLSEEQVRSFQVPTCVQCGGHLKPDVVFFGDTVNPDKVDFVHKRVKEADSLLVVGSSLQVYSGYRFILTAWEKKLPIAILNIGPTRSDDLACLKL.... Result: 0 (no interaction). (4) Result: 0 (no interaction). The miRNA is hsa-miR-483-3p with sequence UCACUCCUCUCCUCCCGUCUU. The protein sequence of the target gene is MATSAVQSAACPPNTFTCADGSCIPSDWKGDGEKDCEDGSDEEAVTGETTTKFDEVVSAPTTPGSDEDCDWGMQQRIDNCSEPIVHFLSQIERLNLKNMSFLTSSEIQSRFEAGCNLMTTYQECVGNQKGCMPDEGVHSWGEVEVFMCQLVLPSVKEHAGCFKSSADPRCDASKTSSSSTLCGLVTSIQTATSCLETIRPETCSSDAIEMLSPIREETEHIVSAIRCVTPEQHASSTTLIVDETTESTSASAEDDDDDVLTTNTSEESTATTAHDEEVENKPALNINMADAVNSLYYIYD.... (5) The miRNA is hsa-miR-887-5p with sequence CUUGGGAGCCCUGUUAGACUC. The protein sequence of the target gene is MPSKSLVMEYLAHPSTLGLAVGVACGMCLGWSLRVCFGMLPKSKTSKTHTDTESEASILGDSGEYKMILVVRNDLKMGKGKVAAQCSHAAVSAYKQIQRRNPEMLKQWEYCGQPKVVVKAPDEETLIALLAHAKMLGLTVSLIQDAGRTQIAPGSQTVLGIGPGPADLIDKVTGHLKLY. Result: 1 (interaction). (6) The miRNA is mmu-miR-17-5p with sequence CAAAGUGCUUACAGUGCAGGUAG. The protein sequence of the target gene is MAGIAIKLAKDREAAEGLGSHERAIKYLNQDYETLRNECLEAGALFQDPSFPALPSSLGYKELGPYSSKTRGIEWKRPTEICADPQFIIGGATRTDICQGALGDCWLLAAIASLTLNEEILARVVPPDQSFQENYAGIFHFQFWQYGEWVEVVVDDRLPTKDGELLFVHSAEGSEFWSALLEKAYAKINGCYEALSGGATTEGFEDFTGGIAEWYELRKPPPNLFKIIQKALEKGSLLGCSIDITSAADSEAVTYQKLVKGHAYSVTGAEEVESSGSLQKLIRIRNPWGQVEWTGKWNDN.... Result: 1 (interaction).